This data is from Reaction yield outcomes from USPTO patents with 853,638 reactions. The task is: Predict the reaction yield, written as a fraction of the theoretical maximum amount of product (1.0 means a 100% yield; for example, 0.34 means a 34% yield). (1) The reactants are [Cl:1][C:2]1[C:11]2[C:6](=[CH:7][C:8]([O:13][CH3:14])=[C:9]([OH:12])[CH:10]=2)[N:5]=[CH:4][N:3]=1.[C:15]([O:19][C:20]([N:22]1[CH2:26][CH2:25][CH:24]([CH2:27]O)[CH2:23]1)=[O:21])([CH3:18])([CH3:17])[CH3:16]. No catalyst specified. The product is [Cl:1][C:2]1[C:11]2[C:6](=[CH:7][C:8]([O:13][CH3:14])=[C:9]([O:12][CH2:27][CH:24]3[CH2:25][CH2:26][N:22]([C:20]([O:19][C:15]([CH3:16])([CH3:18])[CH3:17])=[O:21])[CH2:23]3)[CH:10]=2)[N:5]=[CH:4][N:3]=1. The yield is 1.00. (2) The reactants are [F:1][C:2]1[CH:3]=[C:4]([C:9]([NH:31][S@@:32]([C:34]([CH3:37])([CH3:36])[CH3:35])=[O:33])([C:17]2[CH:22]=[C:21]([O:23][C:24]([F:29])([F:28])[CH:25]([F:27])[F:26])[CH:20]=[C:19]([F:30])[CH:18]=2)[CH2:10][C:11]2[CH:16]=[CH:15][CH:14]=[CH:13][CH:12]=2)[CH:5]=[CH:6][C:7]=1[OH:8].C([O-])([O-])=O.[K+].[K+].I[CH:45]([CH3:47])[CH3:46]. The catalyst is CN(C=O)C.CCOCC. The product is [F:1][C:2]1[CH:3]=[C:4]([C:9]([NH:31][S@@:32]([C:34]([CH3:37])([CH3:36])[CH3:35])=[O:33])([C:17]2[CH:22]=[C:21]([O:23][C:24]([F:28])([F:29])[CH:25]([F:26])[F:27])[CH:20]=[C:19]([F:30])[CH:18]=2)[CH2:10][C:11]2[CH:12]=[CH:13][CH:14]=[CH:15][CH:16]=2)[CH:5]=[CH:6][C:7]=1[O:8][CH:45]([CH3:47])[CH3:46]. The yield is 1.00. (3) The reactants are [Cl-].O[NH3+:3].[C:4](=[O:7])([O-])[OH:5].[Na+].CS(C)=O.[C:13]([O:17][C:18]1[CH:23]=[CH:22][C:21]([C:24]2[C:29](=[O:30])[N:28]([CH2:31][C:32]3[CH:37]=[CH:36][C:35]([C:38]4[C:39]([C:44]#[N:45])=[CH:40][CH:41]=[CH:42][CH:43]=4)=[CH:34][C:33]=3[F:46])[C:27]([CH2:47][CH2:48][CH3:49])=[N:26][C:25]=2[CH3:50])=[CH:20][CH:19]=1)([CH3:16])([CH3:15])[CH3:14]. The catalyst is C(OCC)(=O)C. The product is [C:13]([O:17][C:18]1[CH:19]=[CH:20][C:21]([C:24]2[C:29](=[O:30])[N:28]([CH2:31][C:32]3[CH:37]=[CH:36][C:35]([C:38]4[CH:43]=[CH:42][CH:41]=[CH:40][C:39]=4[C:44]4[NH:3][C:4](=[O:7])[O:5][N:45]=4)=[CH:34][C:33]=3[F:46])[C:27]([CH2:47][CH2:48][CH3:49])=[N:26][C:25]=2[CH3:50])=[CH:22][CH:23]=1)([CH3:16])([CH3:15])[CH3:14]. The yield is 0.770. (4) The reactants are C([O:5][C:6](=[O:34])[C:7]1[CH:12]=[CH:11][C:10]([CH2:13][N:14]2[CH:23]=[CH:22][C:21]3[C:16](=[CH:17][C:18]([C:24]#[C:25][CH2:26][C:27]4[CH:32]=[CH:31][CH:30]=[CH:29][CH:28]=4)=[CH:19][CH:20]=3)[C:15]2=[O:33])=[CH:9][CH:8]=1)(C)(C)C.FC(F)(F)C(O)=O. No catalyst specified. The product is [O:33]=[C:15]1[C:16]2[C:21](=[CH:20][CH:19]=[C:18]([C:24]#[C:25][CH2:26][C:27]3[CH:32]=[CH:31][CH:30]=[CH:29][CH:28]=3)[CH:17]=2)[CH:22]=[CH:23][N:14]1[CH2:13][C:10]1[CH:9]=[CH:8][C:7]([C:6]([OH:34])=[O:5])=[CH:12][CH:11]=1. The yield is 0.114.